From a dataset of Full USPTO retrosynthesis dataset with 1.9M reactions from patents (1976-2016). Predict the reactants needed to synthesize the given product. (1) Given the product [Br:1][C:2]1[CH:11]=[CH:10][CH:9]=[C:8]2[C:3]=1[CH:4]=[CH:5][N:6]=[C:7]2[O:14][CH3:13], predict the reactants needed to synthesize it. The reactants are: [Br:1][C:2]1[CH:11]=[CH:10][CH:9]=[C:8]2[C:3]=1[CH:4]=[CH:5][N:6]=[C:7]2Cl.[CH3:13][O-:14].[Na+]. (2) Given the product [F:24][C:22]([F:23])([F:25])[C:19]1[CH:18]=[CH:17][C:16]([CH2:15][N:10]2[CH2:9][CH2:8][C:7]3[C:12](=[CH:13][CH:14]=[C:5]([C:3]([O-:4])=[O:2])[CH:6]=3)[CH2:11]2)=[CH:21][CH:20]=1.[K+:27], predict the reactants needed to synthesize it. The reactants are: C[O:2][C:3]([C:5]1[CH:6]=[C:7]2[C:12](=[CH:13][CH:14]=1)[CH2:11][N:10]([CH2:15][C:16]1[CH:21]=[CH:20][C:19]([C:22]([F:25])([F:24])[F:23])=[CH:18][CH:17]=1)[CH2:9][CH2:8]2)=[O:4].[OH-].[K+:27]. (3) Given the product [C:20]([O:19][P:12]([O:14][C:15]([CH3:18])([CH3:17])[CH3:16])([O:11][CH2:10][C:9]([OH:24])=[O:8])=[O:13])([CH3:22])([CH3:23])[CH3:21], predict the reactants needed to synthesize it. The reactants are: C([O:8][C:9](=[O:24])[CH2:10][O:11][P:12]([O:19][C:20]([CH3:23])([CH3:22])[CH3:21])([O:14][C:15]([CH3:18])([CH3:17])[CH3:16])=[O:13])C1C=CC=CC=1.[H][H]. (4) Given the product [Cl:2][C:3]1[CH:8]=[CH:7][CH:6]=[CH:5][C:4]=1[NH:9][C:10]([NH:11][N:12]=[C:23]1[C:22]2[C:17](=[CH:18][CH:19]=[C:20]([S:25][CH2:26][CH2:27][C:28]3[CH:29]=[CH:30][C:31]([C:32]([OH:34])=[O:33])=[CH:35][CH:36]=3)[CH:21]=2)[N:16]([CH2:37][CH2:38][CH2:39][CH2:40][CH2:41][CH2:42][CH3:43])[C:15]1=[O:14])=[O:13], predict the reactants needed to synthesize it. The reactants are: Cl.[Cl:2][C:3]1[CH:8]=[CH:7][CH:6]=[CH:5][C:4]=1[NH:9][C:10](=[O:13])[NH:11][NH2:12].[O:14]=[C:15]1[C:23](=O)[C:22]2[C:17](=[CH:18][CH:19]=[C:20]([S:25][CH2:26][CH2:27][C:28]3[CH:36]=[CH:35][C:31]([C:32]([OH:34])=[O:33])=[CH:30][CH:29]=3)[CH:21]=2)[N:16]1[CH2:37][CH2:38][CH2:39][CH2:40][CH2:41][CH2:42][CH3:43]. (5) Given the product [C:1]([O:4][C:5]1[C:6]([CH3:28])=[C:7]2[C:12](=[C:13]([CH3:16])[C:14]=1[CH3:15])[O:11][C:10]([CH2:18][O:19][C:20]1[CH:21]=[CH:22][C:23]([NH:24][C:38]([C:37]3[CH:41]=[C:42]([N+:45]([O-:47])=[O:46])[CH:43]=[CH:44][C:36]=3[Cl:35])=[O:39])=[CH:25][CH:26]=1)([CH3:17])[CH2:9][C:8]2=[O:27])(=[O:3])[CH3:2], predict the reactants needed to synthesize it. The reactants are: [C:1]([O:4][C:5]1[C:6]([CH3:28])=[C:7]2[C:12](=[C:13]([CH3:16])[C:14]=1[CH3:15])[O:11][C:10]([CH2:18][O:19][C:20]1[CH:26]=[CH:25][C:23]([NH2:24])=[CH:22][CH:21]=1)([CH3:17])[CH2:9][C:8]2=[O:27])(=[O:3])[CH3:2].CC(N(C)C)=O.[Cl:35][C:36]1[CH:44]=[CH:43][C:42]([N+:45]([O-:47])=[O:46])=[CH:41][C:37]=1[C:38](Cl)=[O:39]. (6) Given the product [CH3:24][O:23][C:15]1[CH:14]=[C:13]([C:11]2[O:12][C:8]3[CH:7]=[CH:6][C:5]([CH2:4][CH2:3][O:2][CH3:1])=[CH:27][C:9]=3[C:10]=2[S:25][CH3:26])[CH:18]=[CH:17][C:16]=1[OH:19], predict the reactants needed to synthesize it. The reactants are: [CH3:1][O:2][CH2:3][CH2:4][C:5]1[CH:6]=[CH:7][C:8]2[O:12][C:11]([C:13]3[CH:18]=[CH:17][C:16]([O:19]COC)=[C:15]([O:23][CH3:24])[CH:14]=3)=[C:10]([S:25][CH3:26])[C:9]=2[CH:27]=1.FC(F)(F)C(O)=O.C(=O)([O-])O.[Na+].O. (7) Given the product [C:10]([N:14]1[CH2:19][CH2:18][N:17]([CH2:20][C:21]2[N:22]([CH3:37])[C:23]3[C:28]([N:29]=2)=[C:27]([N:30]2[CH2:35][CH2:34][O:33][CH2:32][CH2:31]2)[N:26]=[C:25]([N:1]2[C:5]4[CH:6]=[CH:7][CH:8]=[CH:9][C:4]=4[N:3]=[C:2]2[C:39]([F:43])([F:38])[CH3:40])[N:24]=3)[CH2:16][CH2:15]1)([CH3:13])([CH3:12])[CH3:11], predict the reactants needed to synthesize it. The reactants are: [N:1]1[C:5]2[CH:6]=[CH:7][CH:8]=[CH:9][C:4]=2[NH:3][CH:2]=1.[C:10]([N:14]1[CH2:19][CH2:18][N:17]([CH2:20][C:21]2[N:22]([CH3:37])[C:23]3[C:28]([N:29]=2)=[C:27]([N:30]2[CH2:35][CH2:34][O:33][CH2:32][CH2:31]2)[N:26]=[C:25](Cl)[N:24]=3)[CH2:16][CH2:15]1)([CH3:13])([CH3:12])[CH3:11].[F:38][CH:39]([F:43])[C:40](O)=O.